This data is from NCI-60 drug combinations with 297,098 pairs across 59 cell lines. The task is: Regression. Given two drug SMILES strings and cell line genomic features, predict the synergy score measuring deviation from expected non-interaction effect. (1) Drug 1: CC12CCC3C(C1CCC2=O)CC(=C)C4=CC(=O)C=CC34C. Drug 2: C1=CC=C(C=C1)NC(=O)CCCCCCC(=O)NO. Cell line: SK-OV-3. Synergy scores: CSS=15.2, Synergy_ZIP=-4.63, Synergy_Bliss=-2.04, Synergy_Loewe=-3.70, Synergy_HSA=-0.897. (2) Drug 1: CC1=C(C(=CC=C1)Cl)NC(=O)C2=CN=C(S2)NC3=CC(=NC(=N3)C)N4CCN(CC4)CCO. Drug 2: CCN(CC)CCNC(=O)C1=C(NC(=C1C)C=C2C3=C(C=CC(=C3)F)NC2=O)C. Cell line: OVCAR3. Synergy scores: CSS=4.20, Synergy_ZIP=0.642, Synergy_Bliss=4.58, Synergy_Loewe=1.23, Synergy_HSA=2.32. (3) Drug 1: CN1C2=C(C=C(C=C2)N(CCCl)CCCl)N=C1CCCC(=O)O.Cl. Drug 2: C1CNP(=O)(OC1)N(CCCl)CCCl. Cell line: NCI-H322M. Synergy scores: CSS=0.0810, Synergy_ZIP=0.475, Synergy_Bliss=0.358, Synergy_Loewe=0.199, Synergy_HSA=-0.935. (4) Drug 1: C1CCN(CC1)CCOC2=CC=C(C=C2)C(=O)C3=C(SC4=C3C=CC(=C4)O)C5=CC=C(C=C5)O. Drug 2: CC1C(C(CC(O1)OC2CC(OC(C2O)C)OC3=CC4=CC5=C(C(=O)C(C(C5)C(C(=O)C(C(C)O)O)OC)OC6CC(C(C(O6)C)O)OC7CC(C(C(O7)C)O)OC8CC(C(C(O8)C)O)(C)O)C(=C4C(=C3C)O)O)O)O. Cell line: SK-OV-3. Synergy scores: CSS=27.1, Synergy_ZIP=-5.15, Synergy_Bliss=4.53, Synergy_Loewe=5.24, Synergy_HSA=5.01. (5) Drug 1: C1=NC2=C(N=C(N=C2N1C3C(C(C(O3)CO)O)F)Cl)N. Drug 2: CC1C(C(CC(O1)OC2CC(CC3=C2C(=C4C(=C3O)C(=O)C5=CC=CC=C5C4=O)O)(C(=O)C)O)N)O. Cell line: SN12C. Synergy scores: CSS=51.7, Synergy_ZIP=-3.85, Synergy_Bliss=-6.39, Synergy_Loewe=-2.49, Synergy_HSA=-0.978.